From a dataset of Plasma protein binding rate (PPBR) regression data from AstraZeneca. Regression/Classification. Given a drug SMILES string, predict its absorption, distribution, metabolism, or excretion properties. Task type varies by dataset: regression for continuous measurements (e.g., permeability, clearance, half-life) or binary classification for categorical outcomes (e.g., BBB penetration, CYP inhibition). For this dataset (ppbr_az), we predict Y. (1) The drug is CCCc1nn(C)c2c(=O)[nH]c(-c3cc(S(=O)(=O)N4CCN(C)CC4)ccc3OCC)nc12. The Y is 95.5 %. (2) The drug is CNc1nc(C)c(-c2nc(Nc3cccc(N4CCCCC4)c3)ncc2C#N)s1. The Y is 99.8 %. (3) The drug is O=C(N[C@H](CO)[C@H](O)c1ccc([N+](=O)[O-])cc1)C(Cl)Cl. The Y is 56.3 %.